This data is from Full USPTO retrosynthesis dataset with 1.9M reactions from patents (1976-2016). The task is: Predict the reactants needed to synthesize the given product. The reactants are: [CH2:1]([N:8]1[CH2:13][C:12](=O)[NH:11][C@H:10]([CH2:15][C:16](OCC)=[O:17])[C:9]1=O)[C:2]1[CH:7]=[CH:6][CH:5]=[CH:4][CH:3]=1.[H-].[Al+3].[Li+].[H-].[H-].[H-].O.[OH-].[Na+]. Given the product [CH2:1]([N:8]1[CH2:13][CH2:12][NH:11][C@H:10]([CH2:15][CH2:16][OH:17])[CH2:9]1)[C:2]1[CH:3]=[CH:4][CH:5]=[CH:6][CH:7]=1, predict the reactants needed to synthesize it.